Dataset: Orexin1 receptor HTS with 218,158 compounds and 233 confirmed actives. Task: Binary Classification. Given a drug SMILES string, predict its activity (active/inactive) in a high-throughput screening assay against a specified biological target. (1) The molecule is Fc1c(CCNc2c([N+]([O-])=O)cc(N3C(=O)CCC3=O)cc2)cccc1. The result is 0 (inactive). (2) The compound is O=C1N(C2CCCCC2)CC(=O)N(C1c1cc(OC)c(OCC)cc1)CCCOCC. The result is 0 (inactive). (3) The drug is Clc1c(C(c2c(Cl)cc(N(CCO)CCO)cc2)c2ccc(Cl)cc2)ccc(N(CCO)CCO)c1. The result is 0 (inactive). (4) The compound is s1c(/C=C2/CCc3c2nc2c(c3C(OC(C)C(=O)NC(=O)NC)=O)cccc2)ccc1. The result is 1 (active). (5) The compound is s1c(N\C=C2\c3c(C=CC2=O)cccc3)cc(c1C(OCC)=O)C. The result is 0 (inactive). (6) The compound is S1(=O)(=O)CC(NC(=O)COC(=O)COc2c(C(C)C)ccc(c2)C)CC1. The result is 0 (inactive). (7) The compound is Brc1ccc(/C=N\NC(=O)CCN2CCCCC2)cc1. The result is 0 (inactive). (8) The molecule is Clc1n(nc(c1/C=N\Nc1c([N+]([O-])=O)cc(S(=O)(=O)Nc2c(cccc2)C(O)=O)cc1)C)c1ccccc1. The result is 0 (inactive). (9) The molecule is s1c2c(CCc3c2cccc3)cc1C(=O)N\N=C\c1cc(ccc1)C. The result is 1 (active).